Dataset: Catalyst prediction with 721,799 reactions and 888 catalyst types from USPTO. Task: Predict which catalyst facilitates the given reaction. (1) Reactant: [CH2:1]([N:3]([CH2:18][CH3:19])[CH2:4][CH2:5][NH:6][C:7]([C:9]1[C:13]([CH3:14])=[C:12]([CH:15]=O)[NH:11][C:10]=1[CH3:17])=[O:8])[CH3:2].[F:20][C:21]1[CH:22]=[C:23]2[C:27](=[CH:28][CH:29]=1)[NH:26][C:25](=[O:30])[CH2:24]2.C1C=CC=CC=1.N1CCCC1. Product: [CH3:2][CH2:1][N:3]([CH2:4][CH2:5][NH:6][C:7]([C:9]1[C:13]([CH3:14])=[C:12](/[CH:15]=[C:24]2/[C:23]3[CH:22]=[C:21]([F:20])[CH:29]=[CH:28][C:27]=3[NH:26][C:25]/2=[O:30])[NH:11][C:10]=1[CH3:17])=[O:8])[CH2:18][CH3:19]. The catalyst class is: 11. (2) Reactant: Br[C:2]1[CH:7]=[CH:6][C:5]([S:8]([NH:11][C:12]2[S:13][CH:14]=[CH:15][N:16]=2)(=[O:10])=[O:9])=[CH:4][CH:3]=1.C(O)(=O)C.[NH:21]1[CH2:24][CH:23]([CH2:25][NH:26][C:27](=[O:33])[O:28][C:29]([CH3:32])([CH3:31])[CH3:30])[CH2:22]1.CC(C)([O-])C.[Na+].C1(C2C=CC=CC=2)C=CC=CC=1P(C(C)(C)C)C(C)(C)C. Product: [C:29]([O:28][C:27](=[O:33])[NH:26][CH2:25][CH:23]1[CH2:22][N:21]([C:2]2[CH:7]=[CH:6][C:5]([S:8](=[O:10])(=[O:9])[NH:11][C:12]3[S:13][CH:14]=[CH:15][N:16]=3)=[CH:4][CH:3]=2)[CH2:24]1)([CH3:32])([CH3:30])[CH3:31]. The catalyst class is: 491. (3) Reactant: [NH2:1][C:2]1[S:3][C:4]2[CH:10]=[C:9]([SH:11])[CH:8]=[CH:7][C:5]=2[N:6]=1.C(=O)([O-])[O-].[K+].[K+].[Cl:18][CH2:19][CH2:20][CH2:21]I. Product: [Cl:18][CH2:19][CH2:20][CH2:21][S:11][C:9]1[CH:8]=[CH:7][C:5]2[N:6]=[C:2]([NH2:1])[S:3][C:4]=2[CH:10]=1. The catalyst class is: 23.